This data is from Reaction yield outcomes from USPTO patents with 853,638 reactions. The task is: Predict the reaction yield, written as a fraction of the theoretical maximum amount of product (1.0 means a 100% yield; for example, 0.34 means a 34% yield). (1) The reactants are [OH:1][C:2]1[CH:7]=[C:6]([CH3:8])[C:5]([NH:9][CH:10]=[O:11])=[C:4]([CH3:12])[C:3]=1[CH3:13].Br[CH2:15][C:16]([CH3:24])=[CH:17][C:18]1[CH:23]=[CH:22][CH:21]=[CH:20][CH:19]=1. The catalyst is C(OCC)(=O)C.CCCCCC. The product is [CH3:12][C:4]1[C:3]([CH3:13])=[C:2]([O:1][CH2:15][C:16]([CH3:24])=[CH:17][C:18]2[CH:23]=[CH:22][CH:21]=[CH:20][CH:19]=2)[CH:7]=[C:6]([CH3:8])[C:5]=1[NH:9][CH:10]=[O:11]. The yield is 0.410. (2) The reactants are [C:1]([C:4]1[CH:9]=[CH:8][C:7]([N:10]2[C:15](=[O:16])[C:14]([CH2:17][C:18]3[CH:23]=[CH:22][C:21]([C:24]4[C:25]([C:30]#[N:31])=[CH:26][CH:27]=[CH:28][CH:29]=4)=[CH:20][CH:19]=3)=[C:13]([CH2:32][CH2:33][CH3:34])[N:12]=[C:11]2[CH3:35])=[CH:6][CH:5]=1)(=[O:3])[CH3:2].[CH3:36][Mg]Br.S([O-])(O)(=O)=O.[K+]. The catalyst is O1CCCC1. The yield is 0.350. The product is [OH:3][C:1]([C:4]1[CH:5]=[CH:6][C:7]([N:10]2[C:15](=[O:16])[C:14]([CH2:17][C:18]3[CH:23]=[CH:22][C:21]([C:24]4[C:25]([C:30]#[N:31])=[CH:26][CH:27]=[CH:28][CH:29]=4)=[CH:20][CH:19]=3)=[C:13]([CH2:32][CH2:33][CH3:34])[N:12]=[C:11]2[CH3:35])=[CH:8][CH:9]=1)([CH3:36])[CH3:2]. (3) The reactants are [Br:1][C:2]1[CH:10]=[CH:9][C:5]([C:6]([OH:8])=[O:7])=[CH:4][C:3]=1[N+:11]([O-:13])=[O:12].S(=O)(=O)(O)O.[C:19](OCC)(=O)C.O. The catalyst is CO.S(=O)(=O)(O)O. The product is [CH3:19][O:7][C:6](=[O:8])[C:5]1[CH:9]=[CH:10][C:2]([Br:1])=[C:3]([N+:11]([O-:13])=[O:12])[CH:4]=1. The yield is 1.00. (4) The reactants are C([O:4][CH:5]1[CH2:10][CH2:9][O:8][C:7]([C:15]2[CH:20]=[CH:19][N:18]=[CH:17][C:16]=2[NH:21][C:22](=[O:38])[C:23]2[CH:28]=[CH:27][C:26]([F:29])=[C:25]([C:30]3[C:35]([F:36])=[CH:34][CH:33]=[CH:32][C:31]=3[F:37])[N:24]=2)([C:11]([F:14])([F:13])[F:12])[CH2:6]1)(=O)C.FC1C=CC=C(F)C=1C1N=C(C(NC2C=NC=CC=2C2(C(F)(F)F)CCCCO2)=O)C=CC=1F.C(=O)([O-])[O-].[K+].[K+].O. The catalyst is C(O)C. The product is [F:36][C:35]1[CH:34]=[CH:33][CH:32]=[C:31]([F:37])[C:30]=1[C:25]1[N:24]=[C:23]([C:22]([NH:21][C:16]2[CH:17]=[N:18][CH:19]=[CH:20][C:15]=2[C:7]2([C:11]([F:14])([F:13])[F:12])[CH2:6][CH:5]([OH:4])[CH2:10][CH2:9][O:8]2)=[O:38])[CH:28]=[CH:27][C:26]=1[F:29]. The yield is 0.360. (5) The reactants are [CH3:1][O:2][C:3]1[CH:4]=[C:5]2[C:10](=[CH:11][CH:12]=1)[C:9]([OH:13])=[C:8]([C:14]1[CH:19]=[CH:18][C:17]([S:20][CH3:21])=[CH:16][CH:15]=1)[CH:7]=[CH:6]2.F[C:23]1[CH:28]=[CH:27][C:26]([N+:29]([O-:31])=[O:30])=[CH:25][CH:24]=1.ClCCl. The catalyst is CN(C)C=O. The product is [CH3:1][O:2][C:3]1[CH:4]=[C:5]2[C:10](=[CH:11][CH:12]=1)[C:9]([O:13][C:23]1[CH:28]=[CH:27][C:26]([N+:29]([O-:31])=[O:30])=[CH:25][CH:24]=1)=[C:8]([C:14]1[CH:19]=[CH:18][C:17]([S:20][CH3:21])=[CH:16][CH:15]=1)[CH:7]=[CH:6]2. The yield is 0.780. (6) The reactants are CON(C)[C:4]([C:6]1[CH:7]=[C:8]2[C:13](=[CH:14][CH:15]=1)[N:12]=[CH:11][CH:10]=[CH:9]2)=[O:5].[CH2:17]1COCC1.C[Mg]Br.Cl. No catalyst specified. The product is [N:12]1[C:13]2[C:8](=[CH:7][C:6]([C:4](=[O:5])[CH3:17])=[CH:15][CH:14]=2)[CH:9]=[CH:10][CH:11]=1. The yield is 0.866. (7) The reactants are [CH2:1]([N:8]1[CH:12]=[C:11]([C:13]2[S:14][C:15]([C:19]([O:21]CC)=[O:20])=[C:16]([CH3:18])[N:17]=2)[N:10]=[N:9]1)[C:2]1[CH:7]=[CH:6][CH:5]=[CH:4][CH:3]=1.[OH-].[Li+].C(O)(=O)C. The catalyst is O1CCCC1.O. The product is [CH2:1]([N:8]1[CH:12]=[C:11]([C:13]2[S:14][C:15]([C:19]([OH:21])=[O:20])=[C:16]([CH3:18])[N:17]=2)[N:10]=[N:9]1)[C:2]1[CH:7]=[CH:6][CH:5]=[CH:4][CH:3]=1. The yield is 0.950.